Task: Predict which catalyst facilitates the given reaction.. Dataset: Catalyst prediction with 721,799 reactions and 888 catalyst types from USPTO (1) Reactant: [OH:1][CH2:2][CH:3]([N:8]1[C:12]2[CH:13]=[CH:14][CH:15]=[CH:16][C:11]=2[S:10][C:9]1=[N:17][C:18](=[O:26])[C:19]1[CH:24]=[CH:23][C:22]([CH3:25])=[CH:21][CH:20]=1)[C:4]([O:6]C)=[O:5].[OH-].[Na+]. Product: [OH:1][CH2:2][CH:3]([N:8]1[C:12]2[CH:13]=[CH:14][CH:15]=[CH:16][C:11]=2[S:10][C:9]1=[N:17][C:18](=[O:26])[C:19]1[CH:20]=[CH:21][C:22]([CH3:25])=[CH:23][CH:24]=1)[C:4]([OH:6])=[O:5]. The catalyst class is: 5. (2) Reactant: C(OC([N:8]1[CH2:13][CH2:12][CH:11]([CH2:14][N:15]([CH:19]2[CH2:28][CH2:27][C:26]3[C:21](=[CH:22][C:23]([O:29][S:30]([C:33]4[C:34]([CH3:39])=[N:35][O:36][C:37]=4[CH3:38])(=[O:32])=[O:31])=[CH:24][CH:25]=3)[CH2:20]2)[CH2:16][CH2:17][CH3:18])[CH2:10][CH2:9]1)=O)(C)(C)C.FC(F)(F)C(O)=O. Product: [NH:8]1[CH2:13][CH2:12][CH:11]([CH2:14][N:15]([CH2:16][CH2:17][CH3:18])[CH:19]2[CH2:20][C:21]3[CH:22]=[C:23]([O:29][S:30]([C:33]4[C:34]([CH3:39])=[N:35][O:36][C:37]=4[CH3:38])(=[O:32])=[O:31])[CH:24]=[CH:25][C:26]=3[CH2:27][CH2:28]2)[CH2:10][CH2:9]1. The catalyst class is: 2. (3) Reactant: [CH3:1][C:2]1([CH3:22])[C:7]([CH3:9])([CH3:8])[O:6][C:5](OC2C=CC([N+]([O-])=O)=CC=2)=[N:4][S:3]1(=[O:21])=[O:20].[CH:23]1([NH2:29])[CH2:28][CH2:27][CH2:26][CH2:25][CH2:24]1. Product: [CH:23]1([NH:29][C:5]2[O:6][C:7]([CH3:8])([CH3:9])[C:2]([CH3:1])([CH3:22])[S:3](=[O:20])(=[O:21])[N:4]=2)[CH2:28][CH2:27][CH2:26][CH2:25][CH2:24]1. The catalyst class is: 4. (4) Reactant: [CH3:16][C:11]1([CH3:17])[C:12]([CH3:15])([CH3:14])[O:13][B:9]([B:9]2[O:13][C:12]([CH3:15])([CH3:14])[C:11]([CH3:17])([CH3:16])[O:10]2)[O:10]1.Br[C:20]1[CH:21]=[C:22]([Cl:27])[C:23]([CH3:26])=[N:24][CH:25]=1.C([O-])(=O)C.[K+]. Product: [Cl:27][C:22]1[C:23]([CH3:26])=[N:24][CH:25]=[C:20]([B:9]2[O:10][C:11]([CH3:16])([CH3:17])[C:12]([CH3:14])([CH3:15])[O:13]2)[CH:21]=1. The catalyst class is: 368. (5) Reactant: [C:1]([C:4]1([NH:37]C(=O)OC(C)(C)C)[CH2:9][CH2:8][N:7]([C:10]2[CH:15]=[CH:14][CH:13]=[C:12]([C:16]3[C:24]4[C:19](=[CH:20][N:21]=[C:22]([C:25]5[CH:26]=[N:27][CH:28]=[CH:29][CH:30]=5)[CH:23]=4)[N:18](C4CCCCO4)[N:17]=3)[N:11]=2)[CH2:6][CH2:5]1)(=[O:3])[NH2:2].Cl. Product: [NH2:37][C:4]1([C:1]([NH2:2])=[O:3])[CH2:5][CH2:6][N:7]([C:10]2[CH:15]=[CH:14][CH:13]=[C:12]([C:16]3[C:24]4[C:19](=[CH:20][N:21]=[C:22]([C:25]5[CH:26]=[N:27][CH:28]=[CH:29][CH:30]=5)[CH:23]=4)[NH:18][N:17]=3)[N:11]=2)[CH2:8][CH2:9]1. The catalyst class is: 71. (6) Reactant: [CH2:1]([C:4]1[C:11]([F:12])=[C:10]([F:13])[C:7]([CH2:8][OH:9])=[C:6]([F:14])[C:5]=1[F:15])[C:2]#[CH:3].[CH2:16]([O:18][C:19](=[O:32])/[C:20](/[C:30]#[N:31])=[CH:21]/[C@@H:22]1[C@@H:24]([C:25](O)=[O:26])[C:23]1(C)C)[CH3:17]. Product: [CH2:16]([O:18][C:19](=[O:32])/[C:20](/[C:30]#[N:31])=[CH:21]/[C@H:22]1[C@H:24]([C:25]([O:9][CH2:8][C:7]2[C:6]([F:14])=[C:5]([F:15])[C:4]([CH2:1][C:2]#[CH:3])=[C:11]([F:12])[C:10]=2[F:13])=[O:26])[CH2:23]1)[CH3:17]. The catalyst class is: 119. (7) Reactant: [CH3:13][CH:12]([O:11][C:9](/N=N/[C:9]([O:11][CH:12]([CH3:14])[CH3:13])=[O:10])=[O:10])[CH3:14].[CH:15]1([O:20][C:21]2[CH:26]=[CH:25][C:24]([C:27]3[CH:32]=[CH:31][C:30]([O:33][C:34]([F:37])([F:36])[F:35])=[CH:29][CH:28]=3)=[CH:23][C:22]=2[CH2:38][CH2:39][C:40]2[CH:53]=[CH:52][C:43]([C:44]([NH:46][CH2:47][CH2:48]C(O)=O)=[O:45])=[CH:42][CH:41]=2)[CH2:19][CH2:18][CH2:17][CH2:16]1.[C:54]1(P(C2C=CC=CC=2)C2C=CC=CC=2)C=CC=CC=1.C1(O)CCCC1. Product: [CH:15]1([O:20][C:21]2[CH:26]=[CH:25][C:24]([C:27]3[CH:28]=[CH:29][C:30]([O:33][C:34]([F:37])([F:36])[F:35])=[CH:31][CH:32]=3)=[CH:23][C:22]=2[CH2:38][CH2:39][C:40]2[CH:41]=[CH:42][C:43]([C:44]([NH:46][CH2:47][CH2:48][C:9]([O:11][C:12]([CH3:13])([CH3:14])[CH3:54])=[O:10])=[O:45])=[CH:52][CH:53]=2)[CH2:19][CH2:18][CH2:17][CH2:16]1. The catalyst class is: 12. (8) Product: [ClH:40].[F:1][C:2]1[CH:7]=[CH:6][CH:5]=[CH:4][C:3]=1[C:8]1[C:9]([N:14]2[CH2:15][CH2:16][N:17]([CH2:20][CH2:21][N:22]([CH3:23])[S:37]([C:35]3[N:34]=[C:33]([CH3:41])[N:32]([CH3:31])[CH:36]=3)(=[O:39])=[O:38])[CH2:18][CH2:19]2)=[N:10][CH:11]=[CH:12][N:13]=1. Reactant: [F:1][C:2]1[CH:7]=[CH:6][CH:5]=[CH:4][C:3]=1[C:8]1[C:9]([N:14]2[CH2:19][CH2:18][N:17]([CH2:20][CH2:21][NH:22][CH3:23])[CH2:16][CH2:15]2)=[N:10][CH:11]=[CH:12][N:13]=1.C(N(CC)CC)C.[CH3:31][N:32]1[CH:36]=[C:35]([S:37]([Cl:40])(=[O:39])=[O:38])[N:34]=[C:33]1[CH3:41]. The catalyst class is: 4. (9) Reactant: [CH:1]1([CH2:4][CH2:5][OH:6])[CH2:3][CH2:2]1.C1(P(C2C=CC=CC=2)C2C=CC=CC=2)C=CC=CC=1.O[C:27]1[CH:36]=[CH:35][C:30]([C:31]([O:33][CH3:34])=[O:32])=[CH:29][CH:28]=1.C1(C)C=CC=CC=1.N(C(OCC)=O)=NC(OCC)=O. Product: [CH:1]1([CH2:4][CH2:5][O:6][C:27]2[CH:36]=[CH:35][C:30]([C:31]([O:33][CH3:34])=[O:32])=[CH:29][CH:28]=2)[CH2:3][CH2:2]1. The catalyst class is: 7. (10) Reactant: [CH2:1]([N:8]([CH2:27][C:28]1[CH:33]=[CH:32][C:31]([NH:34][C:35]([NH:37][C:38]2[CH:43]=[CH:42][C:41]([CH3:44])=[CH:40][CH:39]=2)=[O:36])=[CH:30][CH:29]=1)[CH2:9][C:10]1[CH:15]=[CH:14][C:13]([NH:16][C:17]([NH:19][C:20]2[CH:25]=[CH:24][C:23]([CH3:26])=[CH:22][CH:21]=2)=[O:18])=[CH:12][CH:11]=1)[C:2]1[CH:7]=[CH:6][CH:5]=[CH:4][CH:3]=1.[CH3:45][S:46]([OH:49])(=[O:48])=[O:47]. Product: [CH3:45][S:46]([O-:49])(=[O:48])=[O:47].[CH2:1]([NH+:8]([CH2:27][C:28]1[CH:33]=[CH:32][C:31]([NH:34][C:35]([NH:37][C:38]2[CH:43]=[CH:42][C:41]([CH3:44])=[CH:40][CH:39]=2)=[O:36])=[CH:30][CH:29]=1)[CH2:9][C:10]1[CH:11]=[CH:12][C:13]([NH:16][C:17]([NH:19][C:20]2[CH:25]=[CH:24][C:23]([CH3:26])=[CH:22][CH:21]=2)=[O:18])=[CH:14][CH:15]=1)[C:2]1[CH:3]=[CH:4][CH:5]=[CH:6][CH:7]=1. The catalyst class is: 27.